Dataset: Forward reaction prediction with 1.9M reactions from USPTO patents (1976-2016). Task: Predict the product of the given reaction. (1) Given the reactants [H-].[Na+].[C:3]([NH:10][OH:11])([O:5][C:6]([CH3:9])([CH3:8])[CH3:7])=[O:4].[CH:12]1(Br)[CH2:16][CH2:15][CH2:14][CH2:13]1, predict the reaction product. The product is: [C:6]([O:5][C:3](=[O:4])[NH:10][O:11][CH:12]1[CH2:16][CH2:15][CH2:14][CH2:13]1)([CH3:9])([CH3:8])[CH3:7]. (2) Given the reactants [C:1](O[BH-](OC(=O)C)OC(=O)C)(=O)[CH3:2].[Na+].[CH:15]1([N:18]2[C:22]3[CH:23]=[C:24]([C:28]4[C:33]([F:34])=[CH:32][N:31]=[C:30]([NH:35][C:36]5[CH:41]=[CH:40][C:39]([CH2:42][CH:43]6[CH2:48][CH2:47][NH:46][CH2:45][CH2:44]6)=[CH:38][N:37]=5)[N:29]=4)[CH:25]=[C:26]([F:27])[C:21]=3[N:20]=[C:19]2[CH3:49])[CH2:17][CH2:16]1.ClCCCl, predict the reaction product. The product is: [CH:15]1([N:18]2[C:22]3[CH:23]=[C:24]([C:28]4[C:33]([F:34])=[CH:32][N:31]=[C:30]([NH:35][C:36]5[CH:41]=[CH:40][C:39]([CH2:42][CH:43]6[CH2:48][CH2:47][N:46]([CH2:1][CH3:2])[CH2:45][CH2:44]6)=[CH:38][N:37]=5)[N:29]=4)[CH:25]=[C:26]([F:27])[C:21]=3[N:20]=[C:19]2[CH3:49])[CH2:17][CH2:16]1. (3) Given the reactants [C:1]([N:4]1[C:13]2[C:8](=[CH:9][C:10]([C:14]3[N:18]=[C:17]([CH2:19][NH:20]C(OC(C)(C)C)=O)[O:16][N:15]=3)=[CH:11][CH:12]=2)[C@H:7]([NH:28][C:29](=[O:34])[O:30][CH:31]([CH3:33])[CH3:32])[CH2:6][C@@H:5]1[CH3:35])(=[O:3])[CH3:2].[ClH:36].CCOCC, predict the reaction product. The product is: [ClH:36].[C:1]([N:4]1[C:13]2[C:8](=[CH:9][C:10]([C:14]3[N:18]=[C:17]([CH2:19][NH2:20])[O:16][N:15]=3)=[CH:11][CH:12]=2)[C@H:7]([NH:28][C:29](=[O:34])[O:30][CH:31]([CH3:32])[CH3:33])[CH2:6][C@@H:5]1[CH3:35])(=[O:3])[CH3:2]. (4) Given the reactants CC1NC(C2C=C(C=CC=2C)C(O)=O)=C(C)N=1.I[C:19]1[NH:23][C:22]([CH:24]2[CH2:29][CH2:28][O:27][CH2:26][CH2:25]2)=[N:21][C:20]=1[CH3:30].IC1NC(C)=NC=1C.[CH3:39][C:40]1[CH:49]=[C:48]([CH3:50])[C:47](B2OC(C)(C)C(C)(C)O2)=[CH:46][C:41]=1[C:42]([O:44]C)=[O:43].CC1C=CC(C(OC)=O)=CC=1B1OC(C)(C)C(C)(C)O1, predict the reaction product. The product is: [CH3:39][C:40]1[CH:49]=[C:48]([CH3:50])[C:47]([C:19]2[NH:23][C:22]([CH:24]3[CH2:29][CH2:28][O:27][CH2:26][CH2:25]3)=[N:21][C:20]=2[CH3:30])=[CH:46][C:41]=1[C:42]([OH:44])=[O:43]. (5) Given the reactants C([O-])(=O)C.[NH4+:5].[O:6]=[C:7]1[C:15]2[C:10](=[CH:11][CH:12]=[CH:13][CH:14]=2)[C:9](=[O:16])[N:8]1[CH2:17][C:18]([O:20][CH:21]([C:32]1[CH:37]=[CH:36][C:35]([O:38][CH2:39][C:40]2[CH:45]=[CH:44][CH:43]=[CH:42][CH:41]=2)=[CH:34][CH:33]=1)[C:22]([C:24]1[CH:29]=[CH:28][C:27]([O:30][CH3:31])=[CH:26][CH:25]=1)=O)=O, predict the reaction product. The product is: [CH2:39]([O:38][C:35]1[CH:34]=[CH:33][C:32]([C:21]2[O:20][C:18]([CH2:17][N:8]3[C:7](=[O:6])[C:15]4[C:10](=[CH:11][CH:12]=[CH:13][CH:14]=4)[C:9]3=[O:16])=[N:5][C:22]=2[C:24]2[CH:25]=[CH:26][C:27]([O:30][CH3:31])=[CH:28][CH:29]=2)=[CH:37][CH:36]=1)[C:40]1[CH:45]=[CH:44][CH:43]=[CH:42][CH:41]=1. (6) Given the reactants [C@@H:1]12[CH2:6][C@@H:5]1[CH2:4][NH:3][C@@H:2]2[CH2:7][NH:8][C:9]([C:11]1[CH:12]=[CH:13][CH:14]=[C:15]2[O:19][CH:18]=[CH:17][C:16]=12)=[O:10].[F:20][C:21]1[CH:26]=[CH:25][CH:24]=[CH:23][C:22]=1[C:27]1[C:28]([C:33](O)=[O:34])=[CH:29][CH:30]=[CH:31][CH:32]=1, predict the reaction product. The product is: [F:20][C:21]1[CH:26]=[CH:25][CH:24]=[CH:23][C:22]=1[C:27]1[C:28]([C:33]([N:3]2[CH2:4][C@@H:5]3[C@@H:1]([CH2:6]3)[C@H:2]2[CH2:7][NH:8][C:9]([C:11]2[CH:12]=[CH:13][CH:14]=[C:15]3[O:19][CH:18]=[CH:17][C:16]=23)=[O:10])=[O:34])=[CH:29][CH:30]=[CH:31][CH:32]=1. (7) Given the reactants CN(C(ON1N=NC2C=CC=NC1=2)=[N+](C)C)C.F[P-](F)(F)(F)(F)F.[F:25][C:26]([F:41])([F:40])[C:27]1[C:35]2[CH2:34][CH2:33][CH2:32][CH2:31][C:30]=2[N:29]([CH2:36][C:37]([OH:39])=O)[N:28]=1.CCN(C(C)C)C(C)C.[F:51][C:52]1[CH:53]=[C:54]([CH2:59][CH:60]([C:62]2[N:63]=[CH:64][S:65][C:66]=2[C:67]2[CH:72]=[CH:71][CH:70]=[CH:69][C:68]=2[CH3:73])[NH2:61])[CH:55]=[C:56]([F:58])[CH:57]=1, predict the reaction product. The product is: [F:51][C:52]1[CH:53]=[C:54]([CH2:59][CH:60]([NH:61][C:37](=[O:39])[CH2:36][N:29]2[C:30]3[CH2:31][CH2:32][CH2:33][CH2:34][C:35]=3[C:27]([C:26]([F:25])([F:41])[F:40])=[N:28]2)[C:62]2[N:63]=[CH:64][S:65][C:66]=2[C:67]2[CH:72]=[CH:71][CH:70]=[CH:69][C:68]=2[CH3:73])[CH:55]=[C:56]([F:58])[CH:57]=1.